This data is from Full USPTO retrosynthesis dataset with 1.9M reactions from patents (1976-2016). The task is: Predict the reactants needed to synthesize the given product. (1) Given the product [CH3:1][O:2][C:3]1[CH:8]=[CH:7][CH:6]=[CH:5][C:4]=1[CH2:9][N:10]([CH:11]1[CH2:16][CH2:15][N:14]([C:17]([O:19][C:20]([CH3:23])([CH3:22])[CH3:21])=[O:18])[CH2:13][CH2:12]1)[C:42](=[O:43])[CH2:41][C:38]1[CH:39]=[CH:40][C:35]([O:34][CH3:33])=[CH:36][CH:37]=1, predict the reactants needed to synthesize it. The reactants are: [CH3:1][O:2][C:3]1[CH:8]=[CH:7][CH:6]=[CH:5][C:4]=1[CH2:9][NH:10][CH:11]1[CH2:16][CH2:15][N:14]([C:17]([O:19][C:20]([CH3:23])([CH3:22])[CH3:21])=[O:18])[CH2:13][CH2:12]1.C(N(C(C)C)CC)(C)C.[CH3:33][O:34][C:35]1[CH:40]=[CH:39][C:38]([CH2:41][C:42](Cl)=[O:43])=[CH:37][CH:36]=1.O. (2) Given the product [CH3:30][C:24]1[C:25]([CH3:29])=[CH:26][CH:27]=[CH:28][C:23]=1[C:21]1[N:20]=[C:19]([NH2:31])[N:18]=[C:17]([NH:15][CH2:14][CH2:13][C:11]2[O:12][C:8]([C:5]3[CH:4]=[CH:3][C:2]([F:1])=[CH:7][CH:6]=3)=[N:9][N:10]=2)[CH:22]=1, predict the reactants needed to synthesize it. The reactants are: [F:1][C:2]1[CH:7]=[CH:6][C:5]([C:8]2[O:12][C:11]([CH2:13][CH2:14][NH2:15])=[N:10][N:9]=2)=[CH:4][CH:3]=1.Cl[C:17]1[CH:22]=[C:21]([C:23]2[CH:28]=[CH:27][CH:26]=[C:25]([CH3:29])[C:24]=2[CH3:30])[N:20]=[C:19]([NH2:31])[N:18]=1. (3) Given the product [OH:8][CH:1]([C:2]1[CH:3]=[CH:4][CH:5]=[CH:6][CH:7]=1)[C:9]1[CH:18]=[CH:17][C:16]2[NH:15][C:14]3[CH:19]=[N:20][N:21]([CH3:22])[C:13]=3[C:12](=[O:23])[C:11]=2[CH:10]=1, predict the reactants needed to synthesize it. The reactants are: [C:1]([C:9]1[CH:18]=[CH:17][C:16]2[NH:15][C:14]3[CH:19]=[N:20][N:21]([CH3:22])[C:13]=3[C:12](=[O:23])[C:11]=2[CH:10]=1)(=[O:8])[C:2]1[CH:7]=[CH:6][CH:5]=[CH:4][CH:3]=1. (4) Given the product [CH3:19][C:11]1[C:10]([Br:9])=[CH:15][CH:14]=[CH:13][C:12]=1[N:16]1[C:17](=[O:18])[NH:7][N:6]=[N:5]1, predict the reactants needed to synthesize it. The reactants are: [Cl-].[Al+3].[Cl-].[Cl-].[N-:5]=[N+:6]=[N-:7].[Na+].[Br:9][C:10]1[CH:15]=[CH:14][CH:13]=[C:12]([N:16]=[C:17]=[O:18])[C:11]=1[CH3:19].Cl. (5) The reactants are: [C:1]([O:5][C:6]([N:8]1[C:17]2[C:12](=[CH:13][C:14]([C:18]3[CH:19]=[N:20][CH:21]=[C:22]([CH2:24][NH2:25])[CH:23]=3)=[CH:15][N:16]=2)[CH2:11][CH2:10][CH2:9]1)=[O:7])([CH3:4])([CH3:3])[CH3:2].[O:26]1[CH2:31][CH2:30][CH:29]([C:32](O)=[O:33])[CH2:28][CH2:27]1.C(N(CC)CC)C.CN(C(ON1N=NC2C=CC=CC1=2)=[N+](C)C)C.[B-](F)(F)(F)F. Given the product [C:1]([O:5][C:6]([N:8]1[C:17]2[C:12](=[CH:13][C:14]([C:18]3[CH:19]=[N:20][CH:21]=[C:22]([CH2:24][NH:25][C:32]([CH:29]4[CH2:30][CH2:31][O:26][CH2:27][CH2:28]4)=[O:33])[CH:23]=3)=[CH:15][N:16]=2)[CH2:11][CH2:10][CH2:9]1)=[O:7])([CH3:4])([CH3:2])[CH3:3], predict the reactants needed to synthesize it. (6) Given the product [CH3:27][C:17]1[CH:22]=[CH:21][C:20]([S:23]([O:10][C:3]2[CH:4]=[CH:5][C:6]([N+:7]([O-:9])=[O:8])=[CH:1][CH:2]=2)(=[O:25])=[O:24])=[CH:19][CH:18]=1, predict the reactants needed to synthesize it. The reactants are: [CH:1]1[C:6]([N+:7]([O-:9])=[O:8])=[CH:5][CH:4]=[C:3]([OH:10])[CH:2]=1.C(=O)([O-])[O-].[K+].[K+].[C:17]1([CH3:27])[CH:22]=[CH:21][C:20]([S:23](Cl)(=[O:25])=[O:24])=[CH:19][CH:18]=1.Cl.